From a dataset of Forward reaction prediction with 1.9M reactions from USPTO patents (1976-2016). Predict the product of the given reaction. Given the reactants C[Si]([N-][Si](C)(C)C)(C)C.[Na+].C1(C(=[N:24][CH2:25][C:26]([O:28][CH3:29])=[O:27])C2C=CC=CC=2)C=CC=CC=1.[C:30]([Cl:38])(=[O:37])[C:31]1[CH:36]=[CH:35][CH:34]=[CH:33][CH:32]=1.Cl, predict the reaction product. The product is: [ClH:38].[NH2:24][CH:25]([C:30](=[O:37])[C:31]1[CH:36]=[CH:35][CH:34]=[CH:33][CH:32]=1)[C:26]([O:28][CH3:29])=[O:27].